Dataset: Catalyst prediction with 721,799 reactions and 888 catalyst types from USPTO. Task: Predict which catalyst facilitates the given reaction. (1) Reactant: [C:1]1([CH2:7][C:8]([O:10][CH2:11][CH3:12])=[O:9])[CH:6]=[CH:5][CH:4]=[CH:3][CH:2]=1.[Cl:13][CH2:14][CH2:15][C:16](Cl)=[O:17].[Cl-].[Al+3].[Cl-].[Cl-]. Product: [Cl:13][CH2:14][CH2:15][C:16]([C:4]1[CH:5]=[CH:6][C:1]([CH2:7][C:8]([O:10][CH2:11][CH3:12])=[O:9])=[CH:2][CH:3]=1)=[O:17]. The catalyst class is: 2. (2) Reactant: C[O:2][C:3](=[O:42])[C:4]1[CH:9]=[CH:8][CH:7]=[C:6]([CH2:10][O:11][C:12]2[CH:17]=[CH:16][C:15]([C:18]([N:20]3[C:29]4[C:24](=[CH:25][CH:26]=[CH:27][CH:28]=4)[C@H:23]([N:30]([C:38](=[O:40])[CH3:39])[C:31]4[CH:36]=[CH:35][C:34]([Cl:37])=[CH:33][CH:32]=4)[CH2:22][C@@H:21]3[CH3:41])=[O:19])=[CH:14][CH:13]=2)[CH:5]=1.[Li+].[OH-]. Product: [C:38]([N:30]([C:31]1[CH:32]=[CH:33][C:34]([Cl:37])=[CH:35][CH:36]=1)[C@H:23]1[C:24]2[C:29](=[CH:28][CH:27]=[CH:26][CH:25]=2)[N:20]([C:18]([C:15]2[CH:16]=[CH:17][C:12]([O:11][CH2:10][C:6]3[CH:5]=[C:4]([CH:9]=[CH:8][CH:7]=3)[C:3]([OH:42])=[O:2])=[CH:13][CH:14]=2)=[O:19])[C@@H:21]([CH3:41])[CH2:22]1)(=[O:40])[CH3:39]. The catalyst class is: 92. (3) Product: [NH:1]1[C:5]2[CH:6]=[CH:7][CH:8]=[CH:9][C:4]=2[N:3]=[C:2]1[CH2:10][N:11]([CH2:22][C:23]1[CH:30]=[CH:29][C:26]([CH2:27][N:31]2[CH2:36][CH2:35][CH2:34][CH2:33][CH2:32]2)=[CH:25][CH:24]=1)[CH:12]1[C:21]2[N:20]=[CH:19][CH:18]=[CH:17][C:16]=2[CH2:15][CH2:14][CH2:13]1. The catalyst class is: 5. Reactant: [NH:1]1[C:5]2[CH:6]=[CH:7][CH:8]=[CH:9][C:4]=2[N:3]=[C:2]1[CH2:10][N:11]([CH2:22][C:23]1[CH:30]=[CH:29][C:26]([CH:27]=O)=[CH:25][CH:24]=1)[CH:12]1[C:21]2[N:20]=[CH:19][CH:18]=[CH:17][C:16]=2[CH2:15][CH2:14][CH2:13]1.[NH:31]1[CH2:36][CH2:35][CH2:34][CH2:33][CH2:32]1.C([BH3-])#N.[Na+]. (4) Reactant: C(OC(=O)[NH:7][CH:8]1[C:14](=[O:15])[N:13]([CH2:16][CH2:17][O:18][CH2:19][C:20]2[CH:25]=[CH:24][CH:23]=[CH:22][CH:21]=2)[C:12]2[CH:26]=[CH:27][CH:28]=[CH:29][C:11]=2[N:10]([CH2:30][C:31]([F:34])([F:33])[F:32])[CH2:9]1)(C)(C)C.[ClH:36]. Product: [ClH:36].[NH2:7][CH:8]1[C:14](=[O:15])[N:13]([CH2:16][CH2:17][O:18][CH2:19][C:20]2[CH:25]=[CH:24][CH:23]=[CH:22][CH:21]=2)[C:12]2[CH:26]=[CH:27][CH:28]=[CH:29][C:11]=2[N:10]([CH2:30][C:31]([F:34])([F:33])[F:32])[CH2:9]1. The catalyst class is: 12. (5) Reactant: Br[CH2:2][C:3]1[O:4][C:5](=[O:19])[C:6]2[C:11]([C:12]=1[C:13]1[CH:18]=[CH:17][CH:16]=[CH:15][CH:14]=1)=[CH:10][CH:9]=[CH:8][CH:7]=2.O.[N:21]1[C:29]([SH:30])=[C:28]2[C:24]([NH:25][CH:26]=[N:27]2)=[N:23][CH:22]=1.C([O-])([O-])=O.[K+].[K+]. Product: [N:21]1[C:29]([S:30][CH2:2][C:3]2[O:4][C:5](=[O:19])[C:6]3[C:11]([C:12]=2[C:13]2[CH:18]=[CH:17][CH:16]=[CH:15][CH:14]=2)=[CH:10][CH:9]=[CH:8][CH:7]=3)=[C:28]2[C:24]([NH:25][CH:26]=[N:27]2)=[N:23][CH:22]=1. The catalyst class is: 18. (6) Reactant: [F:1][C:2]1[CH:3]=[CH:4][C:5]2[N:14]=[C:13](SC)[C:12]3[CH:11]=[C:10]([CH3:17])[S:9][C:8]=3[NH:7][C:6]=2[CH:18]=1.[CH3:19][O:20][CH2:21][CH2:22][C@H:23]1[CH2:28][NH:27][CH2:26][CH2:25][NH:24]1. Product: [NH4+:7].[OH-:20].[F:1][C:2]1[CH:3]=[CH:4][C:5]2[N:14]=[C:13]([N:27]3[CH2:26][CH2:25][NH:24][C@@H:23]([CH2:22][CH2:21][O:20][CH3:19])[CH2:28]3)[C:12]3[CH:11]=[C:10]([CH3:17])[S:9][C:8]=3[NH:7][C:6]=2[CH:18]=1. The catalyst class is: 32.